Dataset: Catalyst prediction with 721,799 reactions and 888 catalyst types from USPTO. Task: Predict which catalyst facilitates the given reaction. Reactant: [NH:1]([C:8]([C@H:10]1[N:14]2[C:15](=[O:41])[C:16]([N:19]([CH2:30][C:31]3[CH:36]=[CH:35][CH:34]=[C:33](C(F)(F)F)[CH:32]=3)[C:20](=[O:29])[O:21][CH2:22][C:23]3[CH:28]=[CH:27][CH:26]=[CH:25][CH:24]=3)=[CH:17][N:18]=[C:13]2[CH:12]([CH3:42])[CH2:11]1)=[O:9])[C:2]1[CH:7]=[CH:6][CH:5]=[CH:4][CH:3]=1.[Li+].C[Si]([N-][Si](C)(C)C)(C)C.[CH2:53](Br)[CH:54]=[CH:55][C:56]1[CH:61]=[CH:60][CH:59]=[CH:58][CH:57]=1. Product: [NH:1]([C:8]([C@H:10]1[N:14]2[C:15](=[O:41])[C:16]([N:19]([CH2:30][C:31]3[CH:32]=[CH:33][CH:34]=[CH:35][CH:36]=3)[C:20](=[O:29])[O:21][CH2:22][C:23]3[CH:24]=[CH:25][CH:26]=[CH:27][CH:28]=3)=[CH:17][N:18]=[C:13]2[C@:12]([CH3:42])([CH2:53]/[CH:54]=[CH:55]/[C:56]2[CH:61]=[CH:60][CH:59]=[CH:58][CH:57]=2)[CH2:11]1)=[O:9])[C:2]1[CH:7]=[CH:6][CH:5]=[CH:4][CH:3]=1. The catalyst class is: 1.